Dataset: Catalyst prediction with 721,799 reactions and 888 catalyst types from USPTO. Task: Predict which catalyst facilitates the given reaction. (1) Reactant: [NH2:1][C:2]1[C:7]([C:8]([F:11])([F:10])[F:9])=[CH:6][CH:5]=[CH:4][C:3]=1[C:12]([C:14]1[CH:19]=[CH:18][CH:17]=[C:16]([Br:20])[CH:15]=1)=O.Cl.[C:22](#[N:24])[CH3:23]. Product: [Br:20][C:16]1[CH:15]=[C:14]([C:12]2[C:3]3[C:2](=[C:7]([C:8]([F:11])([F:10])[F:9])[CH:6]=[CH:5][CH:4]=3)[N:1]=[C:22]([CH3:23])[N:24]=2)[CH:19]=[CH:18][CH:17]=1. The catalyst class is: 250. (2) Reactant: [Br:1][C:2]1[N:7]=[C:6]([CH:8]=O)[CH:5]=[CH:4][CH:3]=1.[NH2:10][C@H:11]([CH2:16][OH:17])[CH2:12][CH:13]([CH3:15])[CH3:14]. Product: [Br:1][C:2]1[N:7]=[C:6]([CH2:8][NH:10][CH:11]([CH2:12][CH:13]([CH3:15])[CH3:14])[CH2:16][OH:17])[CH:5]=[CH:4][CH:3]=1. The catalyst class is: 2. (3) Reactant: [Cl:1][C:2]1[C:3]([O:12][C:13]2[CH:18]=[C:17]([O:19][CH2:20][CH2:21][O:22][CH3:23])[CH:16]=[CH:15][C:14]=2/[CH:24]=[CH:25]/[CH2:26][OH:27])=[N:4][CH:5]=[C:6]([C:8]([F:11])([F:10])[F:9])[CH:7]=1.Cl[S:29]([N:32]=[C:33]=[O:34])(=[O:31])=[O:30].[NH2:35][CH2:36][CH2:37][N:38]1[CH2:42][CH2:41][CH2:40][CH2:39]1.Cl. Product: [N:38]1([CH2:37][CH2:36][NH:35][S:29]([NH:32][C:33](=[O:34])[O:27][CH2:26]/[CH:25]=[CH:24]/[C:14]2[CH:15]=[CH:16][C:17]([O:19][CH2:20][CH2:21][O:22][CH3:23])=[CH:18][C:13]=2[O:12][C:3]2[C:2]([Cl:1])=[CH:7][C:6]([C:8]([F:9])([F:11])[F:10])=[CH:5][N:4]=2)(=[O:31])=[O:30])[CH2:42][CH2:41][CH2:40][CH2:39]1. The catalyst class is: 852. (4) Reactant: [CH2:1]([CH:3]([N:6]1[CH2:11][CH2:10][CH:9]([CH2:12][C:13]([NH:15][OH:16])=[NH:14])[CH2:8][CH2:7]1)[CH2:4][CH3:5])[CH3:2].[Cl:17][CH2:18][C:19]1[CH:27]=[CH:26][C:22]([C:23](Cl)=O)=[CH:21][CH:20]=1. Product: [Cl:17][CH2:18][C:19]1[CH:27]=[CH:26][C:22]([C:23]2[O:16][N:15]=[C:13]([CH2:12][CH:9]3[CH2:10][CH2:11][N:6]([CH:3]([CH2:4][CH3:5])[CH2:1][CH3:2])[CH2:7][CH2:8]3)[N:14]=2)=[CH:21][CH:20]=1. The catalyst class is: 15. (5) Reactant: [Cl:1][C:2]1[C:23]([Cl:24])=[CH:22][C:5]2[O:6][C@H:7]([CH2:10]OS(C3C=CC(C)=CC=3)(=O)=O)[CH2:8][O:9][C:4]=2[CH:3]=1.[C:25]1(=[O:35])[NH:29][C:28](=[O:30])[C:27]2=[CH:31][CH:32]=[CH:33][CH:34]=[C:26]12.[K].O. Product: [Cl:1][C:2]1[C:23]([Cl:24])=[CH:22][C:5]2[O:6][C@@H:7]([CH2:10][N:29]3[C:25](=[O:35])[C:26]4[C:27](=[CH:31][CH:32]=[CH:33][CH:34]=4)[C:28]3=[O:30])[CH2:8][O:9][C:4]=2[CH:3]=1. The catalyst class is: 3.